Dataset: Forward reaction prediction with 1.9M reactions from USPTO patents (1976-2016). Task: Predict the product of the given reaction. (1) Given the reactants Br[C:2]1[CH:3]=[N:4][CH:5]=[CH:6][C:7]=1[CH3:8].[C:9]1([CH2:15][SH:16])[CH:14]=[CH:13][CH:12]=[CH:11][CH:10]=1.C(N(CC)C(C)C)(C)C.C1(P(C2C=CC=CC=2)C2C3OC4C(=CC=CC=4P(C4C=CC=CC=4)C4C=CC=CC=4)C(C)(C)C=3C=CC=2)C=CC=CC=1, predict the reaction product. The product is: [CH2:15]([S:16][C:2]1[CH:3]=[N:4][CH:5]=[CH:6][C:7]=1[CH3:8])[C:9]1[CH:14]=[CH:13][CH:12]=[CH:11][CH:10]=1. (2) Given the reactants [Br:1][C:2]1[CH:3]=[CH:4][C:5](F)=[C:6](CC(O)=O)[CH:7]=1.[CH3:13][Mg]Br.[ClH:16].C([O:19][CH2:20][CH3:21])C, predict the reaction product. The product is: [Br:1][C:2]1[CH:7]=[CH:6][C:5]([Cl:16])=[C:4]([C:20]([OH:19])([CH3:21])[CH3:13])[CH:3]=1.